Dataset: Reaction yield outcomes from USPTO patents with 853,638 reactions. Task: Predict the reaction yield, written as a fraction of the theoretical maximum amount of product (1.0 means a 100% yield; for example, 0.34 means a 34% yield). (1) The reactants are [Br:1]Br.[Cl:3][C:4]1[CH:5]=[C:6]([C:10](=[O:13])[CH2:11][CH3:12])[CH:7]=[CH:8][CH:9]=1. The catalyst is C(Cl)(Cl)Cl.C(Cl)Cl. The product is [Br:1][CH:11]([CH3:12])[C:10]([C:6]1[CH:7]=[CH:8][CH:9]=[C:4]([Cl:3])[CH:5]=1)=[O:13]. The yield is 0.600. (2) The reactants are [NH2:1][C:2]1[CH:7]=[CH:6][C:5]([OH:8])=[CH:4][C:3]=1[N+:9]([O-])=O. The catalyst is [Pd].CO. The product is [NH2:9][C:3]1[CH:4]=[C:5]([OH:8])[CH:6]=[CH:7][C:2]=1[NH2:1]. The yield is 0.910. (3) The reactants are [OH:1][C:2]1[C:3](=[O:18])[NH:4][C:5]([S:8][CH2:9][C:10]2[CH:15]=[CH:14][C:13]([O:16][CH3:17])=[CH:12][CH:11]=2)=[N:6][CH:7]=1.[C:19](=O)([O-])[O-].[K+].[K+].CI. The catalyst is CN(C=O)C. The product is [CH3:19][O:1][C:2]1[C:3](=[O:18])[NH:4][C:5]([S:8][CH2:9][C:10]2[CH:11]=[CH:12][C:13]([O:16][CH3:17])=[CH:14][CH:15]=2)=[N:6][CH:7]=1. The yield is 0.220. (4) The reactants are [NH:1]([N:11]=[N+:12]=[N-:13])[C@H:2]([C:8](O)=[O:9])[CH2:3][C:4](=[O:7])[O:5][CH3:6].[CH2:14]([NH2:21])[C:15]1[CH:20]=[CH:19][CH:18]=[CH:17][CH:16]=1. No catalyst specified. The product is [NH:1]([N:11]=[N+:12]=[N-:13])[C@H:2]([C:8]([NH:21][CH2:14][C:15]1[CH:20]=[CH:19][CH:18]=[CH:17][CH:16]=1)=[O:9])[CH2:3][C:4](=[O:7])[O:5][CH3:6]. The yield is 0.900. (5) The reactants are [Cl:1][C:2]1[CH:3]=[C:4]([NH2:19])[CH:5]=[CH:6][C:7]=1[S:8][C:9]1[CH:18]=[CH:17][C:16]2[C:11](=[CH:12][CH:13]=[CH:14][CH:15]=2)[CH:10]=1.N1C=CC=CC=1.[I:26][C:27]1[CH:32]=[CH:31][C:30]([S:33](Cl)(=[O:35])=[O:34])=[CH:29][CH:28]=1. The catalyst is C1COCC1. The product is [Cl:1][C:2]1[CH:3]=[C:4]([NH:19][S:33]([C:30]2[CH:31]=[CH:32][C:27]([I:26])=[CH:28][CH:29]=2)(=[O:35])=[O:34])[CH:5]=[CH:6][C:7]=1[S:8][C:9]1[CH:18]=[CH:17][C:16]2[C:11](=[CH:12][CH:13]=[CH:14][CH:15]=2)[CH:10]=1. The yield is 0.530. (6) The reactants are F[CH:2]([C:24]1[CH:29]=[CH:28][CH:27]=[C:26]([C:30]2[NH:34][N:33]=[N:32][N:31]=2)[CH:25]=1)[C:3]1[CH:23]=[CH:22][C:6]([CH2:7][O:8][C:9]2[CH:14]=[CH:13][C:12]([C:15](=[O:17])[CH3:16])=[C:11]([OH:18])[C:10]=2[CH2:19][CH2:20][CH3:21])=[CH:5][CH:4]=1.C(C1C=CC(OCC2C=CC(CC3C=C(C=CC=3)C#N)=CC=2)=C(CCC)C=1O)(=O)C. No catalyst specified. The product is [OH:18][C:11]1[C:10]([CH2:19][CH2:20][CH3:21])=[C:9]([O:8][CH2:7][C:6]2[CH:5]=[CH:4][C:3]([CH2:2][C:24]3[CH:29]=[CH:28][CH:27]=[C:26]([C:30]4[NH:34][N:33]=[N:32][N:31]=4)[CH:25]=3)=[CH:23][CH:22]=2)[CH:14]=[CH:13][C:12]=1[C:15](=[O:17])[CH3:16]. The yield is 0.580.